Dataset: Reaction yield outcomes from USPTO patents with 853,638 reactions. Task: Predict the reaction yield, written as a fraction of the theoretical maximum amount of product (1.0 means a 100% yield; for example, 0.34 means a 34% yield). (1) The reactants are [CH3:1][C:2]1[C:11]2[C:6](=[CH:7][C:8]([C:12]([F:15])([F:14])[F:13])=[CH:9][CH:10]=2)[C:5](=[O:16])O[C:3]=1[C:17]([OH:19])=[O:18].[CH2:20]([NH2:23])[CH2:21][CH3:22].Cl. The catalyst is CCO.O.S(=O)(=O)(O)O. The product is [CH3:1][C:2]1[C:11]2[C:6](=[CH:7][C:8]([C:12]([F:15])([F:14])[F:13])=[CH:9][CH:10]=2)[C:5](=[O:16])[N:23]([CH2:20][CH2:21][CH3:22])[C:3]=1[C:17]([OH:19])=[O:18]. The yield is 0.890. (2) The reactants are C([NH:4][C:5]1[CH:10]=[CH:9][C:8]([S:11]([N:14]2[CH2:19][CH2:18][CH2:17][CH2:16][CH2:15]2)(=[O:13])=[O:12])=[CH:7][CH:6]=1)(=O)C.C(OCC)(=O)C.ClCCl.[OH-].[Na+]. The catalyst is Cl. The product is [NH2:4][C:5]1[CH:10]=[CH:9][C:8]([S:11]([N:14]2[CH2:19][CH2:18][CH2:17][CH2:16][CH2:15]2)(=[O:13])=[O:12])=[CH:7][CH:6]=1. The yield is 0.706. (3) The reactants are [F:1][C:2]1[CH:3]=[C:4]([CH:6]=[C:7]([O:9][CH3:10])[CH:8]=1)[NH2:5].Br.Br[CH:13]([C:15]1[CH:16]=[C:17]([C:32]([N:34]([CH3:36])[CH3:35])=[O:33])[CH:18]=[C:19]2[C:24]=1[O:23][C:22]([N:25]1[CH2:30][CH2:29][O:28][CH2:27][CH2:26]1)=[CH:21][C:20]2=[O:31])[CH3:14]. No catalyst specified. The product is [F:1][C:2]1[CH:3]=[C:4]([NH:5][CH:13]([C:15]2[CH:16]=[C:17]([C:32]([N:34]([CH3:36])[CH3:35])=[O:33])[CH:18]=[C:19]3[C:24]=2[O:23][C:22]([N:25]2[CH2:30][CH2:29][O:28][CH2:27][CH2:26]2)=[CH:21][C:20]3=[O:31])[CH3:14])[CH:6]=[C:7]([O:9][CH3:10])[CH:8]=1. The yield is 0.630.